From a dataset of Catalyst prediction with 721,799 reactions and 888 catalyst types from USPTO. Predict which catalyst facilitates the given reaction. (1) Reactant: [CH3:1][O:2][C:3]1[CH:8]=[CH:7][NH:6][C:5](=[O:9])[C:4]=1[C:10]#[N:11].[CH:12]1([CH2:15][CH2:16]OS(C)(=O)=O)[CH2:14][CH2:13]1.C(=O)([O-])[O-].[K+].[K+]. Product: [CH:12]1([CH2:15][CH2:16][N:6]2[CH:7]=[CH:8][C:3]([O:2][CH3:1])=[C:4]([C:10]#[N:11])[C:5]2=[O:9])[CH2:14][CH2:13]1. The catalyst class is: 10. (2) Reactant: [C:1]([C:5]1[O:9][N:8]=[C:7]([NH2:10])[CH:6]=1)([CH3:4])([CH3:3])[CH3:2].C(=O)([O-])[O-].[K+].[K+].Cl[C:18]([O:20][C:21]1[CH:26]=[CH:25][CH:24]=[CH:23][CH:22]=1)=[O:19]. Product: [C:1]([C:5]1[O:9][N:8]=[C:7]([NH:10][C:18](=[O:19])[O:20][C:21]2[CH:26]=[CH:25][CH:24]=[CH:23][CH:22]=2)[CH:6]=1)([CH3:4])([CH3:3])[CH3:2]. The catalyst class is: 1. (3) Reactant: [CH2:1]([O:8][C:9]1[C:10]([C:37](O)=[O:38])=[N:11][C:12]([N:19]([CH3:36])[S:20]([CH2:23][CH2:24][CH2:25][CH2:26][CH2:27][NH:28][C:29]([O:31][C:32]([CH3:35])([CH3:34])[CH3:33])=[O:30])(=[O:22])=[O:21])=[C:13]2[C:18]=1[N:17]=[CH:16][CH:15]=[CH:14]2)[C:2]1[CH:7]=[CH:6][CH:5]=[CH:4][CH:3]=1.CN(C(ON1N=NC2C=CC=CC1=2)=[N+](C)C)C.F[P-](F)(F)(F)(F)F.CCN(C(C)C)C(C)C.Cl.[NH2:74][CH2:75][C:76]1[CH:86]=[CH:85][C:84]([F:87])=[CH:83][C:77]=1[C:78]([O:80][CH2:81][CH3:82])=[O:79]. Product: [CH2:1]([O:8][C:9]1[C:10]([C:37]([NH:74][CH2:75][C:76]2[CH:86]=[CH:85][C:84]([F:87])=[CH:83][C:77]=2[C:78]([O:80][CH2:81][CH3:82])=[O:79])=[O:38])=[N:11][C:12]([N:19]([CH3:36])[S:20]([CH2:23][CH2:24][CH2:25][CH2:26][CH2:27][NH:28][C:29]([O:31][C:32]([CH3:33])([CH3:34])[CH3:35])=[O:30])(=[O:21])=[O:22])=[C:13]2[C:18]=1[N:17]=[CH:16][CH:15]=[CH:14]2)[C:2]1[CH:7]=[CH:6][CH:5]=[CH:4][CH:3]=1. The catalyst class is: 4. (4) Reactant: [N:1]1([C:10]2[CH:15]=[CH:14][C:13]([CH2:16][C:17]([OH:19])=O)=[CH:12][CH:11]=2)[C:5]2[CH:6]=[CH:7][CH:8]=[CH:9][C:4]=2[N:3]=[CH:2]1.[CH3:20][N:21]([CH3:38])[CH2:22][CH2:23][CH2:24][N:25]([CH3:37])[C:26]1[CH:31]=[CH:30][C:29]([NH2:32])=[CH:28][C:27]=1[C:33]([F:36])([F:35])[F:34]. Product: [N:1]1([C:10]2[CH:11]=[CH:12][C:13]([CH2:16][C:17]([NH:32][C:29]3[CH:30]=[CH:31][C:26]([N:25]([CH2:24][CH2:23][CH2:22][N:21]([CH3:20])[CH3:38])[CH3:37])=[C:27]([C:33]([F:34])([F:35])[F:36])[CH:28]=3)=[O:19])=[CH:14][CH:15]=2)[C:5]2[CH:6]=[CH:7][CH:8]=[CH:9][C:4]=2[N:3]=[CH:2]1. The catalyst class is: 61. (5) Reactant: [OH-].[K+].[N:3]1[CH:8]=[CH:7][CH:6]=[CH:5][C:4]=1B(O)O.Br[C:13]1[O:31][C:16]2[N:17]=[CH:18][N:19]=[C:20]([NH:21][CH2:22][CH2:23][CH2:24][CH2:25][CH2:26][C:27]([O:29]C)=[O:28])[C:15]=2[C:14]=1[C:32]1[CH:37]=[CH:36][C:35]([O:38][CH3:39])=[CH:34][CH:33]=1. Product: [CH3:39][O:38][C:35]1[CH:36]=[CH:37][C:32]([C:14]2[C:15]3[C:20]([NH:21][CH2:22][CH2:23][CH2:24][CH2:25][CH2:26][C:27]([OH:29])=[O:28])=[N:19][CH:18]=[N:17][C:16]=3[O:31][C:13]=2[C:4]2[CH:5]=[CH:6][CH:7]=[CH:8][N:3]=2)=[CH:33][CH:34]=1. The catalyst class is: 104. (6) Reactant: CCN=C=NCCCN(C)C.C1C=CC2N(O)N=NC=2C=1.[Br:22][C:23]1[CH:28]=[CH:27][C:26]([NH:29][C:30]2[C:38]([C:39](O)=[O:40])=[C:37]3[N:33]([CH2:34][CH2:35][CH2:36]3)[C:32](=[O:42])[C:31]=2[F:43])=[C:25]([F:44])[CH:24]=1.[CH2:45]([O:47][NH2:48])[CH3:46]. Product: [CH2:45]([O:47][NH:48][C:39]([C:38]1[C:30]([NH:29][C:26]2[CH:27]=[CH:28][C:23]([Br:22])=[CH:24][C:25]=2[F:44])=[C:31]([F:43])[C:32](=[O:42])[N:33]2[C:37]=1[CH2:36][CH2:35][CH2:34]2)=[O:40])[CH3:46]. The catalyst class is: 3. (7) Product: [NH2:12][C:4]1[C:5]([CH3:11])=[C:6]([CH:10]=[C:2]([Br:1])[CH:3]=1)[C:7]([OH:9])=[O:8]. Reactant: [Br:1][C:2]1[CH:3]=[C:4]([N+:12]([O-])=O)[C:5]([CH3:11])=[C:6]([CH:10]=1)[C:7]([OH:9])=[O:8].[Cl-].[NH4+]. The catalyst class is: 190. (8) Reactant: Cl.[OH:2][C@H:3]1[CH2:7][CH2:6][NH:5][CH2:4]1.C(N(CC)CC)C.[CH3:15][S:16](Cl)(=[O:18])=[O:17].C(O)(=O)CC(CC(O)=O)(C(O)=O)O. Product: [CH3:15][S:16]([O:2][C@H:3]1[CH2:7][CH2:6][N:5]([S:16]([CH3:15])(=[O:18])=[O:17])[CH2:4]1)(=[O:18])=[O:17]. The catalyst class is: 4. (9) The catalyst class is: 7. Product: [CH2:9]([C:11]1[CH:16]=[CH:15][C:14]([N:17]([CH2:40][CH:41]([CH3:42])[CH3:43])[S:18]([C:21]2[CH:22]=[CH:23][C:24]([CH:31]([OH:39])[CH2:32][N:33]3[CH2:38][CH2:37][O:36][CH2:35][CH2:34]3)=[C:25]([CH2:26][OH:27])[CH:30]=2)(=[O:19])=[O:20])=[CH:13][CH:12]=1)[CH3:10]. Reactant: [Li+].[B-](CC)(CC)CC.[CH2:9]([C:11]1[CH:16]=[CH:15][C:14]([N:17]([CH2:40][CH:41]([CH3:43])[CH3:42])[S:18]([C:21]2[CH:22]=[CH:23][C:24]([C:31](=[O:39])[CH2:32][N:33]3[CH2:38][CH2:37][O:36][CH2:35][CH2:34]3)=[C:25]([CH:30]=2)[C:26](OC)=[O:27])(=[O:20])=[O:19])=[CH:13][CH:12]=1)[CH3:10].Cl.C(=O)(O)[O-].[Na+]. (10) Reactant: [CH2:1]1[CH2:11][C:9](=[O:10])[C:8]2[C:3](=[CH:4][CH:5]=[CH:6][CH:7]=2)[CH2:2]1.[CH2:12]([O:14][C:15](=[O:23])[N:16]([CH2:20][CH2:21]Br)[CH2:17][CH2:18]Br)[CH3:13].[H-].[Na+]. Product: [O:10]=[C:9]1[C:11]2([CH2:21][CH2:20][N:16]([C:15]([O:14][CH2:12][CH3:13])=[O:23])[CH2:17][CH2:18]2)[CH2:1][CH2:2][C:3]2[C:8]1=[CH:7][CH:6]=[CH:5][CH:4]=2. The catalyst class is: 39.